This data is from Forward reaction prediction with 1.9M reactions from USPTO patents (1976-2016). The task is: Predict the product of the given reaction. (1) Given the reactants B(C#N)([O-])[O-].[Na+].[Na+].Cl.[NH2:9][CH:10]([CH2:45][CH3:46])[CH2:11][C:12]([NH:14][C:15]1[CH:16]=[C:17]([C:21]2[CH:26]=[C:25]([C:27]3[CH:32]=[CH:31][C:30]([F:33])=[CH:29][C:28]=3[OH:34])[N:24]=[C:23]([NH:35][C:36]([C:38]3[O:39][CH:40]=[CH:41][CH:42]=3)=[O:37])[C:22]=2[C:43]#[N:44])[CH:18]=[CH:19][CH:20]=1)=[O:13].[CH:47](=O)[CH3:48].C(O)(=O)C, predict the reaction product. The product is: [C:43]([C:22]1[C:23]([NH:35][C:36]([C:38]2[O:39][CH:40]=[CH:41][CH:42]=2)=[O:37])=[N:24][C:25]([C:27]2[CH:32]=[CH:31][C:30]([F:33])=[CH:29][C:28]=2[OH:34])=[CH:26][C:21]=1[C:17]1[CH:18]=[CH:19][CH:20]=[C:15]([NH:14][C:12](=[O:13])[CH2:11][CH:10]([NH:9][CH2:47][CH3:48])[CH2:45][CH3:46])[CH:16]=1)#[N:44]. (2) The product is: [CH3:19][O:20][C:21](=[O:33])[CH2:22][C@H:23]1[C:27]2[CH:28]=[CH:29][C:30]([O:18][C@H:14]3[C:15]4[C:11](=[CH:10][C:9]([C:3]5[C:4]([CH3:8])=[CH:5][CH:6]=[CH:7][C:2]=5[CH3:1])=[CH:17][CH:16]=4)[CH2:12][CH2:13]3)=[CH:31][C:26]=2[O:25][CH2:24]1. Given the reactants [CH3:1][C:2]1[CH:7]=[CH:6][CH:5]=[C:4]([CH3:8])[C:3]=1[C:9]1[CH:10]=[C:11]2[C:15](=[CH:16][CH:17]=1)[C@@H:14]([OH:18])[CH2:13][CH2:12]2.[CH3:19][O:20][C:21](=[O:33])[CH2:22][C@H:23]1[C:27]2[CH:28]=[CH:29][C:30](O)=[CH:31][C:26]=2[O:25][CH2:24]1, predict the reaction product. (3) Given the reactants [C:1]([O:5][C:6]([N:8]1[CH2:13][CH2:12][CH2:11][C@H:10]([CH2:14][O:15][C:16]2[C:17](I)=[N:18][C:19]([CH3:22])=[CH:20][CH:21]=2)[CH2:9]1)=[O:7])([CH3:4])([CH3:3])[CH3:2].[Cl:24][C:25]1[CH:30]=[CH:29][C:28]([OH:31])=[C:27]([F:32])[CH:26]=1, predict the reaction product. The product is: [C:1]([O:5][C:6]([N:8]1[CH2:13][CH2:12][CH2:11][C@H:10]([CH2:14][O:15][C:16]2[C:17]([O:31][C:28]3[CH:29]=[CH:30][C:25]([Cl:24])=[CH:26][C:27]=3[F:32])=[N:18][C:19]([CH3:22])=[CH:20][CH:21]=2)[CH2:9]1)=[O:7])([CH3:4])([CH3:3])[CH3:2].